Predict the reactants needed to synthesize the given product. From a dataset of Full USPTO retrosynthesis dataset with 1.9M reactions from patents (1976-2016). (1) The reactants are: C([O:3][C:4](=[O:20])[C@@H:5]([O:18][CH3:19])[CH2:6][C:7]1[CH:12]=[CH:11][C:10]([O:13][CH2:14][CH2:15][CH2:16]Br)=[CH:9][CH:8]=1)C.[Cl:21][C:22]1[CH:37]=[CH:36][C:25]([C:26]([NH:28][C:29]2[CH:34]=[CH:33][C:32]([OH:35])=[CH:31][CH:30]=2)=[O:27])=[CH:24][CH:23]=1.[OH-].[Na+]. Given the product [Cl:21][C:22]1[CH:37]=[CH:36][C:25]([C:26]([NH:28][C:29]2[CH:34]=[CH:33][C:32]([O:35][CH2:16][CH2:15][CH2:14][O:13][C:10]3[CH:9]=[CH:8][C:7]([CH2:6][C@H:5]([O:18][CH3:19])[C:4]([OH:3])=[O:20])=[CH:12][CH:11]=3)=[CH:31][CH:30]=2)=[O:27])=[CH:24][CH:23]=1, predict the reactants needed to synthesize it. (2) Given the product [NH2:14][C@@:13]1([C:19]2[CH:24]=[CH:23][CH:22]=[CH:21][C:20]=2[F:25])[CH2:17][O:18][C@@H:10]([CH2:9][O:8][CH2:1][C:2]2[CH:7]=[CH:6][CH:5]=[CH:4][CH:3]=2)[CH2:11][C@H:12]1[CH2:16][OH:15], predict the reactants needed to synthesize it. The reactants are: [CH2:1]([O:8][CH2:9][C@@H:10]1[O:18][CH2:17][C@:13]2([C:19]3[CH:24]=[CH:23][CH:22]=[CH:21][C:20]=3[F:25])[NH:14][O:15][CH2:16][C@@H:12]2[CH2:11]1)[C:2]1[CH:7]=[CH:6][CH:5]=[CH:4][CH:3]=1. (3) Given the product [C:14]([O:18][C:19]([N:21]1[C:30]2[C:25](=[CH:26][CH:27]=[C:28]([CH2:31][CH2:32][O:33][C:34]3[CH:35]=[C:36]4[C:40](=[CH:41][CH:42]=3)[N:39]([C:6]([C:7]3[CH:12]=[CH:11][N:10]=[CH:9][CH:8]=3)=[CH:5][C:4]([O:3][CH2:1][CH3:2])=[O:13])[CH:38]=[CH:37]4)[N:29]=2)[CH2:24][CH2:23][CH2:22]1)=[O:20])([CH3:17])([CH3:15])[CH3:16], predict the reactants needed to synthesize it. The reactants are: [CH2:1]([O:3][C:4](=[O:13])[C:5]#[C:6][C:7]1[CH:12]=[CH:11][N:10]=[CH:9][CH:8]=1)[CH3:2].[C:14]([O:18][C:19]([N:21]1[C:30]2[C:25](=[CH:26][CH:27]=[C:28]([CH2:31][CH2:32][O:33][C:34]3[CH:35]=[C:36]4[C:40](=[CH:41][CH:42]=3)[NH:39][CH:38]=[CH:37]4)[N:29]=2)[CH2:24][CH2:23][CH2:22]1)=[O:20])([CH3:17])([CH3:16])[CH3:15].